Task: Predict the product of the given reaction.. Dataset: Forward reaction prediction with 1.9M reactions from USPTO patents (1976-2016) (1) Given the reactants I[C:2]1[CH:11]=[CH:10][CH:9]=[C:8]2[C:3]=1[CH2:4][CH2:5][N:6]1[C:16](=[O:17])[CH2:15][NH:14][C:13](=[O:18])[CH:12]=[C:7]12.C([Mg]Cl)(C)C.[CH:24](=[O:27])[CH2:25][CH3:26].[NH4+].[Cl-], predict the reaction product. The product is: [OH:27][CH:24]([C:2]1[CH:11]=[CH:10][CH:9]=[C:8]2[C:3]=1[CH2:4][CH2:5][N:6]1[C:16](=[O:17])[CH2:15][NH:14][C:13](=[O:18])[CH:12]=[C:7]12)[CH2:25][CH3:26]. (2) Given the reactants [C:1]([C:5]1[CH:6]=[C:7]2[C:12](=[C:13]([F:15])[CH:14]=1)[C:11](=[O:16])[N:10]([C:17]1[CH:22]=[CH:21][CH:20]=[C:19](Cl)[C:18]=1[CH2:24][OH:25])[N:9]=[CH:8]2)([CH3:4])([CH3:3])[CH3:2].[CH3:26][N:27]1[CH:32]=[C:31](B2OC(C)(C)C(C)(C)O2)[CH:30]=[C:29]([NH:42][C:43]2[CH:48]=[CH:47][C:46]([N:49]3[CH2:54][CH2:53][N:52]([CH3:55])[CH2:51][CH2:50]3)=[CH:45][N:44]=2)[C:28]1=[O:56].C1(P(C2CCCCC2)C2CCCCC2)CCCCC1.C([O-])([O-])=O.[K+].[K+], predict the reaction product. The product is: [C:1]([C:5]1[CH:6]=[C:7]2[C:12](=[C:13]([F:15])[CH:14]=1)[C:11](=[O:16])[N:10]([C:17]1[CH:22]=[CH:21][CH:20]=[C:19]([C:31]3[CH:30]=[C:29]([NH:42][C:43]4[CH:48]=[CH:47][C:46]([N:49]5[CH2:50][CH2:51][N:52]([CH3:55])[CH2:53][CH2:54]5)=[CH:45][N:44]=4)[C:28](=[O:56])[N:27]([CH3:26])[CH:32]=3)[C:18]=1[CH2:24][OH:25])[N:9]=[CH:8]2)([CH3:4])([CH3:3])[CH3:2]. (3) Given the reactants [H-].[Na+].CN(C=O)C.[CH3:8][O:9][C:10]1[C:19]2[NH:18][C:17](=[O:20])[CH2:16][CH2:15][C:14]=2[C:13]([CH:21]=[O:22])=[CH:12][CH:11]=1.[CH2:23](Br)[C:24]1[CH:29]=[CH:28][CH:27]=[CH:26][CH:25]=1, predict the reaction product. The product is: [CH2:23]([N:18]1[C:19]2[C:10]([O:9][CH3:8])=[CH:11][CH:12]=[C:13]([CH:21]=[O:22])[C:14]=2[CH2:15][CH2:16][C:17]1=[O:20])[C:24]1[CH:29]=[CH:28][CH:27]=[CH:26][CH:25]=1.